From a dataset of Reaction yield outcomes from USPTO patents with 853,638 reactions. Predict the reaction yield, written as a fraction of the theoretical maximum amount of product (1.0 means a 100% yield; for example, 0.34 means a 34% yield). (1) The reactants are [NH2:1][C:2]1[C:7]([N+:8]([O-:10])=[O:9])=[C:6]([Cl:11])[CH:5]=[CH:4][N:3]=1.[H-].[Na+].[CH2:14]1COCC1. No catalyst specified. The product is [Cl:11][C:6]1[CH:5]=[CH:4][N:3]=[C:2]([NH:1][CH3:14])[C:7]=1[N+:8]([O-:10])=[O:9]. The yield is 0.250. (2) The reactants are Br[C:2]1[CH:23]=[CH:22][C:5]([C:6]([NH:8][S:9]([C:12]2[CH:17]=[CH:16][CH:15]=[CH:14][C:13]=2[S:18](=[O:21])(=[O:20])[NH2:19])(=[O:11])=[O:10])=[O:7])=[CH:4][N:3]=1.[C:24]1([C:30]#[CH:31])[CH:29]=[CH:28][CH:27]=[CH:26][CH:25]=1. No catalyst specified. The product is [C:24]1([C:30]#[C:31][C:2]2[CH:23]=[CH:22][C:5]([C:6]([NH:8][S:9]([C:12]3[CH:17]=[CH:16][CH:15]=[CH:14][C:13]=3[S:18](=[O:21])(=[O:20])[NH2:19])(=[O:11])=[O:10])=[O:7])=[CH:4][N:3]=2)[CH:29]=[CH:28][CH:27]=[CH:26][CH:25]=1. The yield is 0.990.